Dataset: Catalyst prediction with 721,799 reactions and 888 catalyst types from USPTO. Task: Predict which catalyst facilitates the given reaction. (1) Reactant: [OH-].[Na+].[CH3:3][Si:4]([CH3:32])([CH3:31])[C:5]1[CH:6]=[C:7]([C:15]([NH:17][C:18]2[CH:30]=[CH:29][C:21]([CH:22]=[CH:23][C:24]([O:26]CC)=[O:25])=[CH:20][CH:19]=2)=[S:16])[CH:8]=[C:9]([Si:11]([CH3:14])([CH3:13])[CH3:12])[CH:10]=1.Cl. Product: [CH3:14][Si:11]([CH3:12])([CH3:13])[C:9]1[CH:8]=[C:7]([C:15]([NH:17][C:18]2[CH:19]=[CH:20][C:21]([CH:22]=[CH:23][C:24]([OH:26])=[O:25])=[CH:29][CH:30]=2)=[S:16])[CH:6]=[C:5]([Si:4]([CH3:3])([CH3:31])[CH3:32])[CH:10]=1. The catalyst class is: 8. (2) Reactant: Cl[C:2]1[C:3]2[NH:10][CH:9]=[CH:8][C:4]=2[N:5]=[CH:6][N:7]=1.[Cl:11][C:12]1[CH:13]=[C:14]([CH:16]=[CH:17][C:18]=1[O:19][C:20]1[CH:28]=[CH:27][CH:26]=[C:25]2[C:21]=1[CH:22]=[CH:23][NH:24]2)[NH2:15].Cl.N1C=CC=CC=1.C(=O)([O-])O.[Na+]. Product: [Cl:11][C:12]1[CH:13]=[C:14]([NH:15][C:2]2[C:3]3[NH:10][CH:9]=[CH:8][C:4]=3[N:5]=[CH:6][N:7]=2)[CH:16]=[CH:17][C:18]=1[O:19][C:20]1[CH:28]=[CH:27][CH:26]=[C:25]2[C:21]=1[CH:22]=[CH:23][NH:24]2. The catalyst class is: 32. (3) Product: [C:2]([Cl:8])(=[O:1])[O:3][CH2:4][CH2:18][NH:19][C:20](=[O:45])[CH:21]([O:24][CH2:25][CH2:26][CH2:27][CH2:28]/[CH:29]=[CH:30]\[CH2:31]/[CH:32]=[CH:33]\[CH2:34]/[CH:35]=[CH:36]\[CH2:37]/[CH:38]=[CH:39]\[CH2:40]/[CH:41]=[CH:42]\[CH2:43][CH3:44])[CH2:22][CH3:23]. Reactant: [O:1]=[C:2]([Cl:8])[O:3][C:4](Cl)(Cl)Cl.C(NC(C)C)(C)C.OC[CH2:18][NH:19][C:20](=[O:45])[CH:21]([O:24][CH2:25][CH2:26][CH2:27][CH2:28]/[CH:29]=[CH:30]\[CH2:31]/[CH:32]=[CH:33]\[CH2:34]/[CH:35]=[CH:36]\[CH2:37]/[CH:38]=[CH:39]\[CH2:40]/[CH:41]=[CH:42]\[CH2:43][CH3:44])[CH2:22][CH3:23]. The catalyst class is: 2. (4) Reactant: [CH3:1][C:2]1[S:3][C:4]2[CH:10]=[CH:9][C:8]([CH2:11][OH:12])=[CH:7][C:5]=2[N:6]=1. Product: [CH3:1][C:2]1[S:3][C:4]2[CH:10]=[CH:9][C:8]([CH:11]=[O:12])=[CH:7][C:5]=2[N:6]=1. The catalyst class is: 725. (5) Reactant: [N:1]1([C:6]2[CH:32]=[CH:31][C:9]([CH2:10][C:11]3[C:12]([O:29][CH3:30])=[CH:13][C:14](OS(C(F)(F)F)(=O)=O)=[C:15]([CH:20]=3)[C:16]([O:18][CH3:19])=[O:17])=[CH:8][CH:7]=2)[CH:5]=[CH:4][CH:3]=[N:2]1.[CH2:33](C([Sn])=C(CCCC)CCCC)[CH2:34]CC.[Cl-].[Li+].[F-].[K+]. Product: [N:1]1([C:6]2[CH:7]=[CH:8][C:9]([CH2:10][C:11]3[C:12]([O:29][CH3:30])=[CH:13][C:14]([CH:33]=[CH2:34])=[C:15]([CH:20]=3)[C:16]([O:18][CH3:19])=[O:17])=[CH:31][CH:32]=2)[CH:5]=[CH:4][CH:3]=[N:2]1. The catalyst class is: 233. (6) Reactant: [CH2:1]([C:3]1[CH:8]=[CH:7][C:6](I)=[CH:5][C:4]=1[CH:10]1[C:16](=[O:17])[CH:15]2[CH2:18][CH:12]([CH2:13][CH2:14]2)[C:11]1=[O:19])[CH3:2].[Cl-].[Li+].C([Mg]Cl)(C)C.[B:27](OC)([O:30]C)[O:28]C. The catalyst class is: 217. Product: [O:17]=[C:16]1[CH:10]([C:4]2[CH:5]=[C:6]([B:27]([OH:30])[OH:28])[CH:7]=[CH:8][C:3]=2[CH2:1][CH3:2])[C:11](=[O:19])[CH:12]2[CH2:18][CH:15]1[CH2:14][CH2:13]2. (7) Reactant: [C:1]([N:5]1[C:15](=[O:16])[C:14]2[C:9](=[CH:10][CH:11]=[CH:12][C:13]=2[OH:17])[S:6]1(=[O:8])=[O:7])([CH3:4])([CH3:3])[CH3:2].C([O-])([O-])=O.[K+].[K+].Cl[CH:25]([F:27])[F:26]. Product: [C:1]([N:5]1[C:15](=[O:16])[C:14]2[C:9](=[CH:10][CH:11]=[CH:12][C:13]=2[O:17][CH:25]([F:27])[F:26])[S:6]1(=[O:8])=[O:7])([CH3:4])([CH3:2])[CH3:3]. The catalyst class is: 9. (8) Reactant: [F:1][C:2]1[C:3]([CH2:24][NH:25][CH3:26])=[CH:4][N:5]([S:14]([C:17]2[C:22]([CH3:23])=[CH:21][CH:20]=[CH:19][N:18]=2)(=[O:16])=[O:15])[C:6]=1[C:7]1[C:8]([F:13])=[N:9][CH:10]=[CH:11][CH:12]=1.[C:27]([OH:34])(=[O:33])/[CH:28]=[CH:29]/[C:30]([OH:32])=[O:31]. Product: [C:27]([OH:34])(=[O:33])/[CH:28]=[CH:29]/[C:30]([OH:32])=[O:31].[F:1][C:2]1[C:3]([CH2:24][NH:25][CH3:26])=[CH:4][N:5]([S:14]([C:17]2[C:22]([CH3:23])=[CH:21][CH:20]=[CH:19][N:18]=2)(=[O:16])=[O:15])[C:6]=1[C:7]1[C:8]([F:13])=[N:9][CH:10]=[CH:11][CH:12]=1. The catalyst class is: 336.